Dataset: NCI-60 drug combinations with 297,098 pairs across 59 cell lines. Task: Regression. Given two drug SMILES strings and cell line genomic features, predict the synergy score measuring deviation from expected non-interaction effect. (1) Drug 1: C1CCN(CC1)CCOC2=CC=C(C=C2)C(=O)C3=C(SC4=C3C=CC(=C4)O)C5=CC=C(C=C5)O. Drug 2: CC1=C2C(C(=O)C3(C(CC4C(C3C(C(C2(C)C)(CC1OC(=O)C(C(C5=CC=CC=C5)NC(=O)OC(C)(C)C)O)O)OC(=O)C6=CC=CC=C6)(CO4)OC(=O)C)OC)C)OC. Cell line: NCI-H460. Synergy scores: CSS=64.8, Synergy_ZIP=30.2, Synergy_Bliss=30.4, Synergy_Loewe=-19.7, Synergy_HSA=28.3. (2) Drug 1: CC1C(C(CC(O1)OC2CC(CC3=C2C(=C4C(=C3O)C(=O)C5=C(C4=O)C(=CC=C5)OC)O)(C(=O)CO)O)N)O.Cl. Drug 2: COC1=C2C(=CC3=C1OC=C3)C=CC(=O)O2. Cell line: M14. Synergy scores: CSS=-12.9, Synergy_ZIP=9.86, Synergy_Bliss=4.00, Synergy_Loewe=-5.46, Synergy_HSA=-8.42. (3) Drug 1: CC1OCC2C(O1)C(C(C(O2)OC3C4COC(=O)C4C(C5=CC6=C(C=C35)OCO6)C7=CC(=C(C(=C7)OC)O)OC)O)O. Drug 2: C(CCl)NC(=O)N(CCCl)N=O. Cell line: SF-539. Synergy scores: CSS=15.1, Synergy_ZIP=-11.0, Synergy_Bliss=-1.36, Synergy_Loewe=-18.1, Synergy_HSA=-1.01. (4) Drug 1: C1=CC(=CC=C1C#N)C(C2=CC=C(C=C2)C#N)N3C=NC=N3. Drug 2: N.N.Cl[Pt+2]Cl. Cell line: HS 578T. Synergy scores: CSS=9.13, Synergy_ZIP=5.60, Synergy_Bliss=10.4, Synergy_Loewe=1.54, Synergy_HSA=2.17.